From a dataset of Forward reaction prediction with 1.9M reactions from USPTO patents (1976-2016). Predict the product of the given reaction. (1) Given the reactants C([O:3][C:4](=[O:30])[C:5]1[CH:10]=[CH:9][N:8]=[CH:7][C:6]=1[NH:11][C:12]([C:14]1[C:19]([NH:20][C:21]2[CH:22]=[N:23][CH:24]=[N:25][CH:26]=2)=[N:18][CH:17]=[C:16]([CH:27]2[CH2:29][CH2:28]2)[N:15]=1)=[O:13])C.[OH-].[Na+].Cl, predict the reaction product. The product is: [CH:27]1([C:16]2[N:15]=[C:14]([C:12]([NH:11][C:6]3[CH:7]=[N:8][CH:9]=[CH:10][C:5]=3[C:4]([OH:30])=[O:3])=[O:13])[C:19]([NH:20][C:21]3[CH:26]=[N:25][CH:24]=[N:23][CH:22]=3)=[N:18][CH:17]=2)[CH2:29][CH2:28]1. (2) Given the reactants C1(C#C)C=CC=CC=1.[C:9]([C:11]1[CH:12]=[N:13][CH:14]=[CH:15][CH:16]=1)#[CH:10].[N:17]([C:20]1[S:21][C:22]([C:26]([NH:28][CH2:29][C:30]2[CH:35]=[CH:34][CH:33]=[CH:32][CH:31]=2)=[O:27])=[C:23]([CH3:25])[N:24]=1)=[N+:18]=[N-:19], predict the reaction product. The product is: [CH2:29]([NH:28][C:26]([C:22]1[S:21][C:20]([N:17]2[CH:10]=[C:9]([C:11]3[CH:12]=[N:13][CH:14]=[CH:15][CH:16]=3)[N:19]=[N:18]2)=[N:24][C:23]=1[CH3:25])=[O:27])[C:30]1[CH:31]=[CH:32][CH:33]=[CH:34][CH:35]=1.